From a dataset of Reaction yield outcomes from USPTO patents with 853,638 reactions. Predict the reaction yield, written as a fraction of the theoretical maximum amount of product (1.0 means a 100% yield; for example, 0.34 means a 34% yield). The reactants are [I:1][C:2]1[C:6]2[CH:7]=[CH:8][C:9]([N+:11]([O-])=O)=[CH:10][C:5]=2[O:4][C:3]=1[C:14]1[CH:19]=[CH:18][CH:17]=[CH:16][CH:15]=1.[Cl-].[NH4+]. The catalyst is [Fe].O1CCCC1.CO.O. The product is [I:1][C:2]1[C:6]2[CH:7]=[CH:8][C:9]([NH2:11])=[CH:10][C:5]=2[O:4][C:3]=1[C:14]1[CH:19]=[CH:18][CH:17]=[CH:16][CH:15]=1. The yield is 1.00.